Predict the reactants needed to synthesize the given product. From a dataset of Full USPTO retrosynthesis dataset with 1.9M reactions from patents (1976-2016). (1) Given the product [CH3:11][C:3]1[C:2]([B:12]2[O:16][C:15]([CH3:18])([CH3:17])[C:14]([CH3:20])([CH3:19])[O:13]2)=[CH:10][CH:9]=[CH:8][C:4]=1[C:5]([OH:7])=[O:6], predict the reactants needed to synthesize it. The reactants are: I[C:2]1[C:3]([CH3:11])=[C:4]([CH:8]=[CH:9][CH:10]=1)[C:5]([OH:7])=[O:6].[B:12]1([B:12]2[O:16][C:15]([CH3:18])([CH3:17])[C:14]([CH3:20])([CH3:19])[O:13]2)[O:16][C:15]([CH3:18])([CH3:17])[C:14]([CH3:20])([CH3:19])[O:13]1.C([O-])(=O)C.[K+].CS(C)=O. (2) Given the product [CH3:20][N:10]1[CH2:11][C:12]2[C:13](=[N:14][C:15]([NH:18][CH3:19])=[N:16][CH:17]=2)[N:8]([C:4]2[CH:3]=[C:2]([NH:1][C:31](=[O:34])[CH:32]=[CH2:33])[CH:7]=[CH:6][CH:5]=2)[C:9]1=[O:21], predict the reactants needed to synthesize it. The reactants are: [NH2:1][C:2]1[CH:3]=[C:4]([N:8]2[C:13]3=[N:14][C:15]([NH:18][CH3:19])=[N:16][CH:17]=[C:12]3[CH2:11][N:10]([CH3:20])[C:9]2=[O:21])[CH:5]=[CH:6][CH:7]=1.C(N(C(C)C)CC)(C)C.[C:31](Cl)(=[O:34])[CH:32]=[CH2:33]. (3) Given the product [NH:28]1[CH:27]=[C:26]([C:22]2[CH:21]=[C:20]3[C:25](=[CH:24][CH:23]=2)[N:17]([CH2:16][CH:13]2[CH2:12][CH2:11][N:10]([C:8](=[O:9])[CH2:7][C:1]4[CH:2]=[CH:3][CH:4]=[CH:5][CH:6]=4)[CH2:15][CH2:14]2)[CH:18]=[CH:19]3)[CH:30]=[N:29]1, predict the reactants needed to synthesize it. The reactants are: [C:1]1([CH2:7][C:8]([N:10]2[CH2:15][CH2:14][CH:13]([CH2:16][N:17]3[C:25]4[C:20](=[CH:21][C:22]([C:26]5[CH:27]=[N:28][N:29](C6CCCCO6)[CH:30]=5)=[CH:23][CH:24]=4)[CH:19]=[CH:18]3)[CH2:12][CH2:11]2)=[O:9])[CH:6]=[CH:5][CH:4]=[CH:3][CH:2]=1.C1(C)C=CC(S(O)(=O)=O)=CC=1.CO.ClCCl.